This data is from Reaction yield outcomes from USPTO patents with 853,638 reactions. The task is: Predict the reaction yield, written as a fraction of the theoretical maximum amount of product (1.0 means a 100% yield; for example, 0.34 means a 34% yield). (1) The reactants are COC(=O)N(CC1C=C(C(F)(F)F)C=C(C(F)(F)F)C=1)CC1C=C2C(C)=NN(C)C2=NC=1N(CC1CCCC1)CC.[C:42]([O:46][C:47](=[O:81])[CH2:48][N:49]([CH2:66][C:67]1[CH:72]=[C:71]([C:73]([F:76])([F:75])[F:74])[CH:70]=[C:69]([C:77]([F:80])([F:79])[F:78])[CH:68]=1)[CH2:50][C:51]1[C:52]([C:61]#[C:62][CH2:63][CH2:64][CH3:65])=[N:53][C:54]2[C:59]([CH:60]=1)=[CH:58][CH:57]=[CH:56][CH:55]=2)([CH3:45])([CH3:44])[CH3:43]. The catalyst is C(O)C.[Pd]. The product is [C:42]([O:46][C:47](=[O:81])[CH2:48][N:49]([CH2:66][C:67]1[CH:72]=[C:71]([C:73]([F:76])([F:75])[F:74])[CH:70]=[C:69]([C:77]([F:78])([F:79])[F:80])[CH:68]=1)[CH2:50][C:51]1[C:52]([CH2:61][CH2:62][CH2:63][CH2:64][CH3:65])=[N:53][C:54]2[C:59]([CH:60]=1)=[CH:58][CH:57]=[CH:56][CH:55]=2)([CH3:43])([CH3:44])[CH3:45]. The yield is 0.450. (2) The reactants are [CH3:1][N:2]1[CH2:6][CH2:5][CH2:4][C:3]1=[O:7].[Li+].CC([N-]C(C)C)C.Cl[C:17]([O:19][CH3:20])=[O:18]. The catalyst is C1COCC1. The product is [CH3:1][N:2]1[CH2:6][CH2:5][CH:4]([C:17]([O:19][CH3:20])=[O:18])[C:3]1=[O:7]. The yield is 0.890. (3) The product is [CH3:17][C:16]1[CH:15]=[C:14]([CH3:18])[NH:13][C:12](=[O:19])[C:11]=1[CH2:10][NH:9][C:7](=[O:8])[C:6]1[CH:20]=[C:2]([C:37]2[CH:42]=[N:41][C:40]([CH2:43][OH:44])=[CH:39][CH:38]=2)[CH:3]=[C:4]([N:22]([CH2:29][CH3:30])[CH:23]2[CH2:28][CH2:27][O:26][CH2:25][CH2:24]2)[C:5]=1[CH3:21]. The catalyst is O.C1C=CC([P]([Pd]([P](C2C=CC=CC=2)(C2C=CC=CC=2)C2C=CC=CC=2)([P](C2C=CC=CC=2)(C2C=CC=CC=2)C2C=CC=CC=2)[P](C2C=CC=CC=2)(C2C=CC=CC=2)C2C=CC=CC=2)(C2C=CC=CC=2)C2C=CC=CC=2)=CC=1. The yield is 0.370. The reactants are Br[C:2]1[CH:3]=[C:4]([N:22]([CH2:29][CH3:30])[CH:23]2[CH2:28][CH2:27][O:26][CH2:25][CH2:24]2)[C:5]([CH3:21])=[C:6]([CH:20]=1)[C:7]([NH:9][CH2:10][C:11]1[C:12](=[O:19])[NH:13][C:14]([CH3:18])=[CH:15][C:16]=1[CH3:17])=[O:8].CC1(C)OB([C:37]2[CH:38]=[CH:39][C:40]([CH2:43][OH:44])=[N:41][CH:42]=2)OC1(C)C.C(=O)([O-])[O-].[Na+].[Na+].